The task is: Predict the reactants needed to synthesize the given product.. This data is from Full USPTO retrosynthesis dataset with 1.9M reactions from patents (1976-2016). (1) The reactants are: [NH2:1][C:2]1[C:10]([Cl:11])=[CH:9][C:5]([C:6](O)=[O:7])=[CH:4][C:3]=1[Cl:12].B.O1CCCC1.CO. Given the product [Cl:11][C:10]1[CH:9]=[C:5]([CH2:6][OH:7])[CH:4]=[C:3]([Cl:12])[C:2]=1[NH2:1], predict the reactants needed to synthesize it. (2) Given the product [CH3:26][N:27]([CH3:33])[C@H:28]1[CH2:32][CH2:31][N:30]([C:15]2[CH:16]=[CH:17][C:12]([C:11]([NH:10][CH2:9][CH2:8][CH:7]([C:20]3[CH:25]=[CH:24][CH:23]=[CH:22][CH:21]=3)[C:1]3[CH:6]=[CH:5][CH:4]=[CH:3][CH:2]=3)=[O:19])=[CH:13][N:14]=2)[CH2:29]1, predict the reactants needed to synthesize it. The reactants are: [C:1]1([CH:7]([C:20]2[CH:25]=[CH:24][CH:23]=[CH:22][CH:21]=2)[CH2:8][CH2:9][NH:10][C:11](=[O:19])[C:12]2[CH:17]=[CH:16][C:15](F)=[N:14][CH:13]=2)[CH:6]=[CH:5][CH:4]=[CH:3][CH:2]=1.[CH3:26][N:27]([CH3:33])[C@H:28]1[CH2:32][CH2:31][NH:30][CH2:29]1. (3) Given the product [C:1]([O:5][C:6]([C:8]1[N:9]([C:24]([O:26][CH2:27][C:28]2[CH:33]=[CH:32][CH:31]=[CH:30][CH:29]=2)=[O:25])[C:10]2[C:15]([C:16]=1[NH:17][C:18]([NH:43][C:42]1[C:38]([C:36]([O:35][CH3:34])=[O:37])=[CH:39][S:40][CH:41]=1)=[O:19])=[CH:14][C:13]([C:20]([F:23])([F:22])[F:21])=[CH:12][CH:11]=2)=[O:7])([CH3:4])([CH3:2])[CH3:3], predict the reactants needed to synthesize it. The reactants are: [C:1]([O:5][C:6]([C:8]1[N:9]([C:24]([O:26][CH2:27][C:28]2[CH:33]=[CH:32][CH:31]=[CH:30][CH:29]=2)=[O:25])[C:10]2[C:15]([C:16]=1[N:17]=[C:18]=[O:19])=[CH:14][C:13]([C:20]([F:23])([F:22])[F:21])=[CH:12][CH:11]=2)=[O:7])([CH3:4])([CH3:3])[CH3:2].[CH3:34][O:35][C:36]([C:38]1[C:42]([NH2:43])=[CH:41][S:40][CH:39]=1)=[O:37].C(OCC)(=O)C. (4) The reactants are: [N:1]1([C:6]2[N:11]3[N:12]=[C:13]([NH2:15])[N:14]=[C:10]3[CH:9]=[CH:8][CH:7]=2)[CH2:5][CH2:4][CH2:3][CH2:2]1.Br[C:17]1[CH:22]=[CH:21][C:20]([N:23]2[CH:27]=[C:26]([CH3:28])[N:25]=[CH:24]2)=[C:19]([O:29][CH3:30])[CH:18]=1.C(Cl)Cl. Given the product [CH3:30][O:29][C:19]1[CH:18]=[C:17]([NH:15][C:13]2[N:14]=[C:10]3[CH:9]=[CH:8][CH:7]=[C:6]([N:1]4[CH2:2][CH2:3][CH2:4][CH2:5]4)[N:11]3[N:12]=2)[CH:22]=[CH:21][C:20]=1[N:23]1[CH:27]=[C:26]([CH3:28])[N:25]=[CH:24]1, predict the reactants needed to synthesize it. (5) Given the product [Cl:1][C:2]1[C:7]([N:8]2[CH2:9][CH2:10][NH:11][CH2:12][CH2:13]2)=[N:6][CH:5]=[C:4]([Cl:14])[N:3]=1, predict the reactants needed to synthesize it. The reactants are: [Cl:1][C:2]1[C:7]([N:8]2[CH2:13][CH2:12][NH:11][CH2:10][CH2:9]2)=[N:6][CH:5]=[CH:4][N:3]=1.[Cl:14]N1C(=O)CCC1=O. (6) The reactants are: [NH:1]([C:3](=O)[CH2:4][NH:5][C:6](=[O:12])OC(C)(C)C)[NH2:2].[CH3:14][C:15]1[CH:19]=[CH:18][S:17][C:16]=1C(O)=O.[CH2:35]1[CH2:34]C[CH:32]([N:31]=C=[N:31][CH:32]2[CH2:37][CH2:36][CH2:35][CH2:34]C2)[CH2:37][CH2:36]1.[CH2:38]([N:40](CC)CC)C. Given the product [CH3:14][C:15]1[CH:19]=[CH:18][S:17][C:16]=1[C:6]([NH:5][CH2:4][C:3]1[NH:1][N:2]=[C:38]([C:36]2[CH:37]=[CH:32][N:31]=[CH:34][CH:35]=2)[N:40]=1)=[O:12], predict the reactants needed to synthesize it.